This data is from Forward reaction prediction with 1.9M reactions from USPTO patents (1976-2016). The task is: Predict the product of the given reaction. (1) The product is: [CH2:73]([C@H:72]([NH:80][C:47](=[O:49])[C:46]1[CH:50]=[CH:51][CH:52]=[C:53]([N:54]2[CH2:58][CH2:57][CH2:56][C:55]2=[O:59])[C:45]=1[F:44])[C@@H:71]([OH:81])[CH2:70][C@H:69]([C:68](=[O:83])[NH:67][CH:61]1[CH2:62][CH:63]2[CH2:66][CH:60]1[CH2:65][CH2:64]2)[CH3:82])[C:74]1[CH:75]=[CH:76][CH:77]=[CH:78][CH:79]=1. Given the reactants C([C@H](NC(=O)C1C=C(C2C=CC=CC=2)C=C(N2CCCC2=O)C=1)[C@@H](O)C[C@H](C(=O)NCCC(C)(C)C)C)C1C=CC=CC=1.[F:44][C:45]1[C:53]([N:54]2[CH2:58][CH2:57][CH2:56][C:55]2=[O:59])=[CH:52][CH:51]=[CH:50][C:46]=1[C:47]([OH:49])=O.[CH:60]12[CH2:66][CH:63]([CH2:64][CH2:65]1)[CH2:62][CH:61]2[NH:67][C:68](=[O:83])[C@H:69]([CH3:82])[CH2:70][C@H:71]([OH:81])[C@@H:72]([NH2:80])[CH2:73][C:74]1[CH:79]=[CH:78][CH:77]=[CH:76][CH:75]=1, predict the reaction product. (2) Given the reactants [CH3:1][O:2][C:3]1[CH:8]=[CH:7][CH:6]=[CH:5][C:4]=1[C:9]1[N:10]=[C:11]([CH2:14]O)[S:12][CH:13]=1.C(Cl)(Cl)Cl.P(Br)(Br)[Br:21], predict the reaction product. The product is: [Br:21][CH2:14][C:11]1[S:12][CH:13]=[C:9]([C:4]2[CH:5]=[CH:6][CH:7]=[CH:8][C:3]=2[O:2][CH3:1])[N:10]=1.